From a dataset of NCI-60 drug combinations with 297,098 pairs across 59 cell lines. Regression. Given two drug SMILES strings and cell line genomic features, predict the synergy score measuring deviation from expected non-interaction effect. Drug 1: CC1=C2C(C(=O)C3(C(CC4C(C3C(C(C2(C)C)(CC1OC(=O)C(C(C5=CC=CC=C5)NC(=O)C6=CC=CC=C6)O)O)OC(=O)C7=CC=CC=C7)(CO4)OC(=O)C)O)C)OC(=O)C. Drug 2: CNC(=O)C1=NC=CC(=C1)OC2=CC=C(C=C2)NC(=O)NC3=CC(=C(C=C3)Cl)C(F)(F)F. Cell line: U251. Synergy scores: CSS=44.5, Synergy_ZIP=7.91, Synergy_Bliss=7.40, Synergy_Loewe=-49.6, Synergy_HSA=5.30.